This data is from Full USPTO retrosynthesis dataset with 1.9M reactions from patents (1976-2016). The task is: Predict the reactants needed to synthesize the given product. (1) Given the product [CH3:42][N:43]1[C:44]2[CH:49]=[CH:48][CH:47]=[CH:46][C:45]=2[N:50]=[C:6]1[CH:4]1[CH2:5][C:2](=[O:1])[CH2:3]1, predict the reactants needed to synthesize it. The reactants are: [O:1]=[C:2]1[CH2:5][CH:4]([C:6](O)=O)[CH2:3]1.CCN(C(C)C)C(C)C.CN(C(ON1N=NC2C=CC=NC1=2)=[N+](C)C)C.F[P-](F)(F)(F)(F)F.[CH3:42][NH:43][C:44]1[C:45]([NH2:50])=[CH:46][CH:47]=[CH:48][CH:49]=1. (2) The reactants are: C(O)C.[C:4]1([C:10](=O)[C:11](=O)[CH3:12])[CH:9]=[CH:8][CH:7]=[CH:6][CH:5]=1.[CH2:15]([NH2:18])[CH2:16][NH2:17].[OH-].[K+].[CH3:21][C:22]([CH3:24])=O. Given the product [CH:22]([C:16]1[N:17]=[C:11]([CH3:12])[C:10]([C:4]2[CH:9]=[CH:8][CH:7]=[CH:6][CH:5]=2)=[N:18][CH:15]=1)([CH3:24])[CH3:21], predict the reactants needed to synthesize it. (3) The reactants are: [CH3:1][O:2][C:3](=[O:34])[CH:4]([O:31][CH2:32][CH3:33])[CH2:5][C:6]1[CH:11]=[CH:10][C:9]([C:12]2([CH2:15][N:16](C(OC(C)(C)C)=O)[CH2:17][CH2:18][CH2:19][CH2:20][CH2:21][CH2:22][CH3:23])[CH2:14][CH2:13]2)=[CH:8][CH:7]=1.[ClH:35]. Given the product [CH3:1][O:2][C:3](=[O:34])[CH:4]([O:31][CH2:32][CH3:33])[CH2:5][C:6]1[CH:11]=[CH:10][C:9]([C:12]2([CH2:15][NH:16][CH2:17][CH2:18][CH2:19][CH2:20][CH2:21][CH2:22][CH3:23])[CH2:13][CH2:14]2)=[CH:8][CH:7]=1.[ClH:35], predict the reactants needed to synthesize it. (4) Given the product [C:1]([O:5][C:6]([N:8]1[CH2:15][CH2:14][C:13]2([CH3:19])[C:16]([CH3:17])([CH3:18])[CH:9]1[CH2:10][C:11]1[CH:23]=[C:22]3[O:24][CH2:26][O:25][C:21]3=[CH:20][C:12]=12)=[O:7])([CH3:2])([CH3:3])[CH3:4], predict the reactants needed to synthesize it. The reactants are: [C:1]([O:5][C:6]([N:8]1[CH2:15][CH2:14][C:13]2([CH3:19])[C:16]([CH3:18])([CH3:17])[CH:9]1[CH2:10][C:11]1[CH:23]=[C:22]([OH:24])[C:21]([OH:25])=[CH:20][C:12]=12)=[O:7])([CH3:4])([CH3:3])[CH3:2].[C:26]([O-])([O-])=O.[K+].[K+].ICI.O. (5) The reactants are: [C:1]([C:5]1[CH:10]=[CH:9][C:8]([NH:11][C:12]2[C:13]3[CH2:21][CH2:20][NH:19][CH2:18][C:14]=3[N:15]=[CH:16][N:17]=2)=[CH:7][CH:6]=1)([CH3:4])([CH3:3])[CH3:2].Cl[C:23]1[C:28]([Cl:29])=[CH:27][CH:26]=[CH:25][N:24]=1.C([O-])([O-])=O.[K+].[K+]. Given the product [C:1]([C:5]1[CH:10]=[CH:9][C:8]([NH:11][C:12]2[C:13]3[CH2:21][CH2:20][N:19]([C:23]4[C:28]([Cl:29])=[CH:27][CH:26]=[CH:25][N:24]=4)[CH2:18][C:14]=3[N:15]=[CH:16][N:17]=2)=[CH:7][CH:6]=1)([CH3:4])([CH3:2])[CH3:3], predict the reactants needed to synthesize it. (6) Given the product [Cl:15][C:2]1[C:7]2[N:8]([CH2:11][C:12]([OH:14])=[O:13])[CH:9]=[N:10][C:6]=2[CH:5]=[CH:4][CH:3]=1, predict the reactants needed to synthesize it. The reactants are: Br[C:2]1[C:7]2[N:8]([CH2:11][C:12]([OH:14])=[O:13])[CH:9]=[N:10][C:6]=2[CH:5]=[CH:4][CH:3]=1.[Cl:15]C1C=CC=C([N+]([O-])=O)C=1Cl.NC1C=CC=C(Cl)C=1NCCO.ClC1C2N(CCO)C=NC=2C=CC=1.